Predict the product of the given reaction. From a dataset of Forward reaction prediction with 1.9M reactions from USPTO patents (1976-2016). (1) Given the reactants [F:1][C:2]1[CH:3]=[C:4]([N:9]2[C:14](=[O:15])[C:13]([O:16][CH2:17][CH2:18][CH:19]([CH3:21])[CH3:20])=[C:12]([C:22]3[CH:27]=[CH:26][C:25]([S:28](C)(=[O:30])=[O:29])=[CH:24][CH:23]=3)[CH:11]=[N:10]2)[CH:5]=[CH:6][C:7]=1[F:8].[NH3:32], predict the reaction product. The product is: [F:1][C:2]1[CH:3]=[C:4]([N:9]2[C:14](=[O:15])[C:13]([O:16][CH2:17][CH2:18][CH:19]([CH3:21])[CH3:20])=[C:12]([C:22]3[CH:27]=[CH:26][C:25]([S:28]([NH2:32])(=[O:30])=[O:29])=[CH:24][CH:23]=3)[CH:11]=[N:10]2)[CH:5]=[CH:6][C:7]=1[F:8]. (2) Given the reactants Cl.[C:2]1([C:8]2[O:12][N:11]=[C:10]([CH:13]3[CH2:18][CH2:17][CH2:16][NH:15][CH2:14]3)[N:9]=2)[CH:7]=[CH:6][CH:5]=[CH:4][CH:3]=1.[F:19][C:20]1[CH:21]=[C:22]([CH:26]=[CH:27][C:28]=1[F:29])[C:23](Cl)=[O:24], predict the reaction product. The product is: [F:19][C:20]1[CH:21]=[C:22]([C:23]([N:15]2[CH2:16][CH2:17][CH2:18][CH:13]([C:10]3[N:9]=[C:8]([C:2]4[CH:3]=[CH:4][CH:5]=[CH:6][CH:7]=4)[O:12][N:11]=3)[CH2:14]2)=[O:24])[CH:26]=[CH:27][C:28]=1[F:29]. (3) Given the reactants Br[CH2:2][C:3]1[C:7]2[CH:8]=[C:9]([F:12])[CH:10]=[CH:11][C:6]=2[S:5][CH:4]=1.[CH:13]([Mg]Br)([CH3:15])[CH3:14], predict the reaction product. The product is: [F:12][C:9]1[CH:10]=[CH:11][C:6]2[S:5][CH:4]=[C:3]([CH2:2][CH:13]([CH3:15])[CH3:14])[C:7]=2[CH:8]=1. (4) Given the reactants [CH2:1]([Mg]Br)[CH2:2][CH3:3].[Br:6][C:7]1[CH:12]=[CH:11][C:10]([CH2:13][CH:14]([NH:21][C:22](=[O:28])[O:23][C:24]([CH3:27])([CH3:26])[CH3:25])[C:15](N(OC)C)=[O:16])=[CH:9][CH:8]=1, predict the reaction product. The product is: [Br:6][C:7]1[CH:8]=[CH:9][C:10]([CH2:13][CH:14]([NH:21][C:22](=[O:28])[O:23][C:24]([CH3:25])([CH3:26])[CH3:27])[C:15](=[O:16])[CH2:1][CH2:2][CH3:3])=[CH:11][CH:12]=1. (5) The product is: [CH2:16]([O:15][C:12]1[CH:13]=[CH:14][C:9]([NH:8][C:6]2[C:5]([F:18])=[CH:4][N:3]=[C:2]([NH:33][C:32]3[CH:34]=[CH:35][C:36]4[O:37][CH2:38][CH2:28][O:29][C:30]=4[CH:31]=3)[N:7]=2)=[CH:10][CH:11]=1)[CH3:17]. Given the reactants Cl[C:2]1[N:7]=[C:6]([NH:8][C:9]2[CH:14]=[CH:13][C:12]([O:15][CH2:16][CH3:17])=[CH:11][CH:10]=2)[C:5]([F:18])=[CH:4][N:3]=1.C(N(C(C)C)C(C)C)C.[CH2:28]1[CH2:38][O:37][C:36]2[CH:35]=[CH:34][C:32]([NH2:33])=[CH:31][C:30]=2[O:29]1, predict the reaction product. (6) Given the reactants CO[C:3]([C:5]1[CH:6]=[CH:7][CH:8]=[C:9]2[C:14]=1[N:13]=[CH:12][N:11]=[C:10]2[NH:15][CH:16]([C:21]1[CH:26]=[CH:25][CH:24]=[C:23]([NH:27][C:28]([C:30]2[CH:35]=[CH:34][N:33]=[C:32]([Cl:36])[CH:31]=2)=[O:29])[CH:22]=1)[CH2:17][N:18]([CH3:20])[CH3:19])=[O:4].C1COCC1.CC(O)C.[NH4+:46].[OH-], predict the reaction product. The product is: [Cl:36][C:32]1[CH:31]=[C:30]([C:28]([NH:27][C:23]2[CH:22]=[C:21]([CH:16]([NH:15][C:10]3[C:9]4[C:14](=[C:5]([C:3]([NH2:46])=[O:4])[CH:6]=[CH:7][CH:8]=4)[N:13]=[CH:12][N:11]=3)[CH2:17][N:18]([CH3:20])[CH3:19])[CH:26]=[CH:25][CH:24]=2)=[O:29])[CH:35]=[CH:34][N:33]=1. (7) Given the reactants CC1(C)CCCC(C)(C)N1.[Li]CCCC.[N:16]1[CH:21]=[CH:20][CH:19]=[CH:18][N:17]=1.[C:22]1([CH2:28][CH2:29][CH2:30][CH2:31][CH2:32][CH2:33][CH:34]=[O:35])[CH:27]=[CH:26][CH:25]=[CH:24][CH:23]=1, predict the reaction product. The product is: [C:22]1([CH2:28][CH2:29][CH2:30][CH2:31][CH2:32][CH2:33][CH:34]([C:21]2[N:16]=[N:17][CH:18]=[CH:19][CH:20]=2)[OH:35])[CH:27]=[CH:26][CH:25]=[CH:24][CH:23]=1. (8) Given the reactants [CH3:1][N:2]1[CH2:7][CH2:6][N:5]([CH2:8][CH2:9][CH2:10][O:11][C:12]2[CH:21]=[C:20]3[C:15]([C:16](=[O:30])[N:17](COC(=O)C(C)(C)C)[CH:18]=[N:19]3)=[CH:14][C:13]=2[O:31][CH3:32])[CH2:4][CH2:3]1.N, predict the reaction product. The product is: [CH3:1][N:2]1[CH2:3][CH2:4][N:5]([CH2:8][CH2:9][CH2:10][O:11][C:12]2[CH:21]=[C:20]3[C:15]([C:16](=[O:30])[NH:17][CH:18]=[N:19]3)=[CH:14][C:13]=2[O:31][CH3:32])[CH2:6][CH2:7]1. (9) Given the reactants C[O:2][C:3](=[O:22])[C:4]1[CH:9]=[CH:8][CH:7]=[C:6]([O:10][CH2:11][CH2:12][CH2:13][NH:14][C:15]([O:17][C:18]([CH3:21])([CH3:20])[CH3:19])=[O:16])[CH:5]=1.[Li+].[OH-], predict the reaction product. The product is: [C:18]([O:17][C:15]([NH:14][CH2:13][CH2:12][CH2:11][O:10][C:6]1[CH:5]=[C:4]([CH:9]=[CH:8][CH:7]=1)[C:3]([OH:22])=[O:2])=[O:16])([CH3:21])([CH3:19])[CH3:20]. (10) Given the reactants [K].[Br-].[CH3:3][P+](C1C=CC=CC=1)(C1C=CC=CC=1)C1C=CC=CC=1.CC(C)([O-])C.[K+].O=[C:30]1[CH2:34][N:33]([C:35]([O:37][C:38]([CH3:41])([CH3:40])[CH3:39])=[O:36])[C@H:32]([C:42]([O:44][CH3:45])=[O:43])[CH2:31]1.Cl, predict the reaction product. The product is: [CH2:3]=[C:30]1[CH2:34][N:33]([C:35]([O:37][C:38]([CH3:41])([CH3:40])[CH3:39])=[O:36])[C@H:32]([C:42]([O:44][CH3:45])=[O:43])[CH2:31]1.